This data is from Catalyst prediction with 721,799 reactions and 888 catalyst types from USPTO. The task is: Predict which catalyst facilitates the given reaction. (1) Reactant: [NH2:1][CH:2]1[CH2:7][CH2:6][N:5]([CH2:8][C@H:9]2[N:19]3[C:20]4[N:11]([C:12](=[O:22])[CH:13]=[CH:14][C:15]=4[CH:16]=[CH:17][C:18]3=[O:21])[CH2:10]2)[CH2:4][CH2:3]1.[Cl:23][C:24]1[N:25]=[C:26]([CH:35]=O)[NH:27][C:28]2[C:29]=1[O:30][CH2:31][C:32](=[O:34])[N:33]=2.C(=O)(O)[O-].[Na+].S([O-])([O-])(=O)=O.[Na+].[Na+].C(O[BH-](OC(=O)C)OC(=O)C)(=O)C.[Na+]. Product: [Cl:23][C:24]1[N:25]=[C:26]([CH2:35][NH:1][CH:2]2[CH2:3][CH2:4][N:5]([CH2:8][C@H:9]3[N:19]4[C:20]5[N:11]([C:12](=[O:22])[CH:13]=[CH:14][C:15]=5[CH:16]=[CH:17][C:18]4=[O:21])[CH2:10]3)[CH2:6][CH2:7]2)[NH:27][C:28]2[C:29]=1[O:30][CH2:31][C:32](=[O:34])[N:33]=2. The catalyst class is: 61. (2) Reactant: [Br:1][C:2]1[CH:7]=[CH:6][C:5]([NH:8][CH2:9][CH2:10][N:11]2[CH2:15][CH2:14][CH2:13][CH2:12]2)=[C:4]([N+:16]([O-])=O)[CH:3]=1. Product: [Br:1][C:2]1[CH:3]=[C:4]([NH2:16])[C:5]([NH:8][CH2:9][CH2:10][N:11]2[CH2:12][CH2:13][CH2:14][CH2:15]2)=[CH:6][CH:7]=1. The catalyst class is: 227. (3) Reactant: Cl[C:2]1[N:7]=[C:6]([C:8]2[CH:13]=[CH:12][C:11]([F:14])=[CH:10][CH:9]=2)[N:5]=[C:4]([NH:15][C:16]2[CH:21]=[CH:20][C:19]([O:22][C:23]([F:26])([F:25])[F:24])=[CH:18][CH:17]=2)[CH:3]=1.[NH:27]1[CH2:32][CH2:31][O:30][CH2:29][CH2:28]1. Product: [F:14][C:11]1[CH:12]=[CH:13][C:8]([C:6]2[N:5]=[C:4]([NH:15][C:16]3[CH:21]=[CH:20][C:19]([O:22][C:23]([F:26])([F:25])[F:24])=[CH:18][CH:17]=3)[CH:3]=[C:2]([N:27]3[CH2:32][CH2:31][O:30][CH2:29][CH2:28]3)[N:7]=2)=[CH:9][CH:10]=1. The catalyst class is: 51.